From a dataset of Full USPTO retrosynthesis dataset with 1.9M reactions from patents (1976-2016). Predict the reactants needed to synthesize the given product. (1) Given the product [OH:14][CH2:13][CH:15]([CH2:21][C:22]1[CH:23]=[CH:24][CH:25]=[CH:26][CH:27]=1)[C:16]([O:18][CH2:19][CH3:20])=[O:17], predict the reactants needed to synthesize it. The reactants are: O=C[C@@H]([C@H]([C@@H]([C@@H](CO)O)O)O)O.[CH:13]([CH:15]([CH2:21][C:22]1[CH:27]=[CH:26][CH:25]=[CH:24][CH:23]=1)[C:16]([O:18][CH2:19][CH3:20])=[O:17])=[O:14].C1N=C(N)C2N=CN([C@@H]3O[C@H](COP(OP(OC[C@H]4O[C@@H](N5C=C(C(N)=O)CC=C5)[C@H](O)[C@@H]4O)(O)=O)(O)=O)[C@@H](O)[C@H]3O)C=2N=1.C1C=[N+]([C@@H]2O[C@H](COP(OP(OC[C@H]3O[C@@H](N4C5N=CN=C(N)C=5N=C4)[C@H](OP(O)(O)=O)[C@@H]3O)(O)=O)(O)=O)[C@@H](O)[C@H]2O)C=C(C(N)=O)C=1.P([O-])([O-])([O-])=O. (2) Given the product [N:16]1[CH:17]=[CH:18][CH:19]=[C:14]([C:5]2[CH:6]=[CH:7][CH:8]=[CH:9][C:4]=2[CH:2]=[O:3])[CH:15]=1, predict the reactants needed to synthesize it. The reactants are: O.[CH:2]([C:4]1[CH:9]=[CH:8][CH:7]=[CH:6][C:5]=1B(O)O)=[O:3].Br[C:14]1[CH:15]=[N:16][CH:17]=[CH:18][CH:19]=1.C(=O)([O-])[O-].[K+].[K+]. (3) Given the product [CH3:3][CH:2]([N:4]1[CH2:13][CH2:12][C:11]2[C:6](=[CH:7][C:8]([NH2:16])=[C:9]([O:14][CH3:15])[CH:10]=2)[CH2:5]1)[CH3:1], predict the reactants needed to synthesize it. The reactants are: [CH3:1][CH:2]([N:4]1[CH2:13][CH2:12][C:11]2[C:6](=[CH:7][C:8]([N+:16]([O-])=O)=[C:9]([O:14][CH3:15])[CH:10]=2)[CH2:5]1)[CH3:3].[H][H]. (4) The reactants are: [F:1][C:2]1([C:14](OC)=[O:15])[CH2:6][CH2:5][N:4]([C:7]([O:9][C:10]([CH3:13])([CH3:12])[CH3:11])=[O:8])[CH2:3]1.[H-].[H-].[H-].[H-].[Li+].[Al+3]. Given the product [F:1][C:2]1([CH2:14][OH:15])[CH2:6][CH2:5][N:4]([C:7]([O:9][C:10]([CH3:11])([CH3:12])[CH3:13])=[O:8])[CH2:3]1, predict the reactants needed to synthesize it. (5) The reactants are: [NH2:1][CH2:2][CH2:3][NH:4][CH2:5][CH2:6][CH2:7][Si:8](OC)([O:11][CH3:12])[O:9][CH3:10].[Cl-].[NH4+]. Given the product [CH3:10][O:9][Si:8]1([O:11][CH3:12])[CH2:7][CH2:6][CH2:5][NH:4][CH2:3][CH2:2][NH:1]1, predict the reactants needed to synthesize it. (6) Given the product [Br:1][C:2]1[CH:3]=[N:4][CH:5]=[CH:6][C:7]=1[C@@H:8]1[O:9][CH:13]=[N:12][C@H:14]1[C:15]([N:17]1[CH2:21][CH2:20][CH2:19][CH2:18]1)=[O:16], predict the reactants needed to synthesize it. The reactants are: [Br:1][C:2]1[CH:3]=[N:4][CH:5]=[CH:6][C:7]=1[CH:8]=[O:9].[OH-].[K+].[N+:12]([CH2:14][C:15]([N:17]1[CH2:21][CH2:20][CH2:19][CH2:18]1)=[O:16])#[C-:13]. (7) Given the product [Cl:19][CH2:15][C:7]1[CH:8]=[N:9][N:10]([C:11]([CH3:14])([CH3:13])[CH3:12])[C:6]=1[N:1]1[CH:5]=[CH:4][CH:3]=[CH:2]1, predict the reactants needed to synthesize it. The reactants are: [N:1]1([C:6]2[N:10]([C:11]([CH3:14])([CH3:13])[CH3:12])[N:9]=[CH:8][C:7]=2[CH2:15]O)[CH:5]=[CH:4][CH:3]=[CH:2]1.S(Cl)([Cl:19])=O. (8) Given the product [Cl:2][C:3]1[CH:8]=[CH:7][C:6]2[N:9]([CH2:12][C:13]([O:15][CH2:16][CH3:17])=[O:14])[C:30]3[CH2:31][CH2:32][N:27]([CH3:26])[CH2:28][C:29]=3[C:5]=2[CH:4]=1, predict the reactants needed to synthesize it. The reactants are: Cl.[Cl:2][C:3]1[CH:8]=[CH:7][C:6]([NH:9]N)=[CH:5][CH:4]=1.Br[CH2:12][C:13]([O:15][CH2:16][CH3:17])=[O:14].C(N(CC)CC)C.Cl.[CH3:26][N:27]1[CH2:32][CH2:31][C:30](=O)[CH2:29][CH2:28]1. (9) Given the product [CH2:25]([O:24][C:22]([C:20]1[NH:21][C:17]([C:7]2[CH:6]=[C:5]([CH:10]=[C:9]([O:11][C@@H:12]([CH3:16])[CH2:13][O:14][CH3:15])[CH:8]=2)[O:4][C:3]2[CH:32]=[CH:33][C:34]([C:36]([OH:41])=[O:37])=[CH:35][C:2]=2[F:1])=[CH:18][CH:19]=1)=[O:23])[C:26]1[CH:27]=[CH:28][CH:29]=[CH:30][CH:31]=1, predict the reactants needed to synthesize it. The reactants are: [F:1][C:2]1[CH:35]=[C:34]([CH:36]=[O:37])[CH:33]=[CH:32][C:3]=1[O:4][C:5]1[CH:6]=[C:7]([C:17]2[NH:21][C:20]([C:22]([O:24][CH2:25][C:26]3[CH:31]=[CH:30][CH:29]=[CH:28][CH:27]=3)=[O:23])=[CH:19][CH:18]=2)[CH:8]=[C:9]([O:11][C@@H:12]([CH3:16])[CH2:13][O:14][CH3:15])[CH:10]=1.O.O.P([O-])(O)(O)=[O:41].[Na+].CC(=CC)C.Cl([O-])=O.[Na+].